This data is from Reaction yield outcomes from USPTO patents with 853,638 reactions. The task is: Predict the reaction yield, written as a fraction of the theoretical maximum amount of product (1.0 means a 100% yield; for example, 0.34 means a 34% yield). (1) The reactants are [CH3:1][O:2][C:3]1[CH:4]=[C:5]([C:11](=O)[CH2:12][C:13](=O)[CH3:14])[CH:6]=[CH:7][C:8]=1[O:9][CH3:10].[C:17]([CH2:19][C:20]([NH2:22])=[S:21])#[N:18].C(=O)([O-])[O-].[K+].[K+]. The catalyst is CC(C)=O. The product is [SH:21][C:20]1[C:19]([C:17]#[N:18])=[C:13]([CH3:14])[CH:12]=[C:11]([C:5]2[CH:6]=[CH:7][C:8]([O:9][CH3:10])=[C:3]([O:2][CH3:1])[CH:4]=2)[N:22]=1. The yield is 0.980. (2) The yield is 0.240. The catalyst is CN(C=O)C.O. The reactants are [Cl:1][C:2]1[CH:10]=[C:9]([C:11]2[CH:12]=[CH:13][C:14]3[N:15]([C:17]([C:20]4[CH:25]=[CH:24][C:23]([C:26]#[N:27])=[CH:22][CH:21]=4)=[CH:18][N:19]=3)[CH:16]=2)[CH:8]=[CH:7][C:3]=1[C:4](O)=[O:5].CN1CCOCC1.CN(C(ON1N=NC2C=CC=NC1=2)=[N+](C)C)C.F[P-](F)(F)(F)(F)F.[CH3:59][N:60]1[CH2:65][CH2:64][NH:63][CH2:62][CH2:61]1. The product is [Cl:1][C:2]1[CH:10]=[C:9]([C:11]2[CH:12]=[CH:13][C:14]3[N:15]([C:17]([C:20]4[CH:21]=[CH:22][C:23]([C:26]#[N:27])=[CH:24][CH:25]=4)=[CH:18][N:19]=3)[CH:16]=2)[CH:8]=[CH:7][C:3]=1[C:4]([N:63]1[CH2:64][CH2:65][N:60]([CH3:59])[CH2:61][CH2:62]1)=[O:5]. (3) The reactants are [CH3:1][O:2][C:3]1[CH:4]=[C:5]2[C:10](=O)[O:9][C:7](=[O:8])[C:6]2=[CH:12][CH:13]=1.C([NH2:16])=O. No catalyst specified. The product is [CH3:1][O:2][C:3]1[CH:4]=[C:5]2[C:10](=[O:9])[NH:16][C:7](=[O:8])[C:6]2=[CH:12][CH:13]=1. The yield is 0.770. (4) The yield is 0.540. The reactants are [CH3:1][C:2]12[CH2:23][CH:6]([N:7]([C:9]([C:11]3[CH:12]=[C:13]4[C:17](=[CH:18][CH:19]=3)[NH:16][CH:15]=[C:14]4[C:20](O)=[O:21])=[O:10])[CH2:8]1)[CH2:5][C:4]([CH3:25])([CH3:24])[CH2:3]2.C(N=C=NC(C)C)(C)C.[NH:35]1[CH2:40][CH2:39][CH2:38][CH2:37][CH2:36]1.CCN(C(C)C)C(C)C. The catalyst is C(Cl)Cl.CN(C=O)C.CN(C1C=CN=CC=1)C.ClCCCl. The product is [N:35]1([C:20]([C:14]2[C:13]3[C:17](=[CH:18][CH:19]=[C:11]([C:9]([N:7]4[CH2:8][C:2]5([CH3:1])[CH2:23][CH:6]4[CH2:5][C:4]([CH3:24])([CH3:25])[CH2:3]5)=[O:10])[CH:12]=3)[NH:16][CH:15]=2)=[O:21])[CH2:40][CH2:39][CH2:38][CH2:37][CH2:36]1. (5) The reactants are [CH3:1][O:2][C:3]1[CH:8]=[CH:7][C:6](B2OC(C)(C)C(C)(C)O2)=[CH:5][C:4]=1[N+:18]([O-:20])=[O:19].[O:21]1[CH2:26][CH:25]=[C:24](OS(C(F)(F)F)(=O)=O)[CH2:23][CH2:22]1.C(=O)([O-])[O-].[Na+].[Na+]. The catalyst is C(O)C.C1(C)C=CC=CC=1.[CH-]1C=C(P(C2C=CC=CC=2)C2C=CC=CC=2)C=C1.[CH-]1C=C(P(C2C=CC=CC=2)C2C=CC=CC=2)C=C1.Cl[Pd]Cl.[Fe+2]. The product is [CH3:1][O:2][C:3]1[CH:8]=[CH:7][C:6]([C:24]2[CH2:25][CH2:26][O:21][CH2:22][CH:23]=2)=[CH:5][C:4]=1[N+:18]([O-:20])=[O:19]. The yield is 0.600. (6) The product is [NH:15]1[CH:16]=[CH:17][N:13]=[C:14]1[NH:18][C:19]([C:21]1[C:29]2[N:28]=[C:27]([NH:30][C:10]([C:8]3[CH:9]=[C:4]4[CH:3]=[CH:2][S:1][C:5]4=[CH:6][N:7]=3)=[O:12])[NH:26][C:25]=2[CH:24]=[CH:23][CH:22]=1)=[O:20]. The reactants are [S:1]1[C:5]2=[CH:6][N:7]=[C:8]([C:10]([OH:12])=O)[CH:9]=[C:4]2[CH:3]=[CH:2]1.[NH:13]1[CH:17]=[CH:16][N:15]=[C:14]1[NH:18][C:19]([C:21]1[C:29]2[NH:28][C:27]([NH2:30])=[N:26][C:25]=2[CH:24]=[CH:23][CH:22]=1)=[O:20].CN(C(ON1N=NC2C=CC=CC1=2)=[N+](C)C)C.F[P-](F)(F)(F)(F)F.CCN(C(C)C)C(C)C. The catalyst is CN(C=O)C. The yield is 0.0300. (7) The reactants are Cl[C:2]1[N:7]=[C:6]([NH:8][C:9]2[CH:14]=[CH:13][CH:12]=[CH:11][C:10]=2[S:15]([N:18]([CH3:20])[CH3:19])(=[O:17])=[O:16])[C:5]([Cl:21])=[CH:4][N:3]=1.[NH2:22][C:23]1[C:42]([O:43][CH3:44])=[CH:41][C:26]2[CH2:27][CH2:28][N:29]([CH2:32][C:33]([N:35]3[CH2:40][CH2:39][O:38][CH2:37][CH2:36]3)=[O:34])[CH2:30][CH2:31][C:25]=2[CH:24]=1. No catalyst specified. The product is [Cl:21][C:5]1[C:6]([NH:8][C:9]2[CH:14]=[CH:13][CH:12]=[CH:11][C:10]=2[S:15]([N:18]([CH3:20])[CH3:19])(=[O:17])=[O:16])=[N:7][C:2]([NH:22][C:23]2[C:42]([O:43][CH3:44])=[CH:41][C:26]3[CH2:27][CH2:28][N:29]([CH2:32][C:33]([N:35]4[CH2:40][CH2:39][O:38][CH2:37][CH2:36]4)=[O:34])[CH2:30][CH2:31][C:25]=3[CH:24]=2)=[N:3][CH:4]=1. The yield is 0.550. (8) The reactants are [NH:1]1[CH:5]=[C:4]([CH2:6][CH2:7][C:8]([OH:10])=O)[N:3]=[CH:2]1.C1N=CN([C:16]([N:18]2[CH:22]=[N:21][CH:20]=[CH:19]2)=O)C=1.CCN(CCC[CH:31]([NH:33][C:34]1[CH:35]=[C:36](/C=C/C2C=CC=CC=2Cl)[N:37]=[C:38]2[CH:43]=[C:42]([Cl:44])[CH:41]=[CH:40][C:39]=12)C)CC. The catalyst is C1COCC1. The product is [Cl:44][C:42]1[CH:43]=[C:38]2[C:39]([C:34]([NH:33][CH2:31][CH2:22][N:18]([CH3:16])[CH2:19][CH2:20][NH:21][C:8](=[O:10])[CH2:7][CH2:6][C:4]3[N:3]=[CH:2][NH:1][CH:5]=3)=[CH:35][CH:36]=[N:37]2)=[CH:40][CH:41]=1. The yield is 0.230. (9) The reactants are [CH:1]([CH:3](Cl)[C:4]1[CH:9]=[CH:8][CH:7]=[CH:6][CH:5]=1)=[CH2:2].[C:11](#[N:13])C.[C-]#N.[K+].CCCCCC. The catalyst is C1OCCOCCOCCOCCOCCOC1.O.C(OCC)(=O)C. The product is [CH:1]([CH:3]([C:11]#[N:13])[C:4]1[CH:9]=[CH:8][CH:7]=[CH:6][CH:5]=1)=[CH2:2]. The yield is 0.878.